The task is: Binary Classification. Given a T-cell receptor sequence (or CDR3 region) and an epitope sequence, predict whether binding occurs between them.. This data is from TCR-epitope binding with 47,182 pairs between 192 epitopes and 23,139 TCRs. (1) The epitope is KLSYGIATV. The TCR CDR3 sequence is CASSLDVGSTGELFF. Result: 0 (the TCR does not bind to the epitope). (2) The epitope is FTISVTTEIL. The TCR CDR3 sequence is CASSYSPSYNEQFF. Result: 1 (the TCR binds to the epitope). (3) The epitope is FLRGRAYGL. The TCR CDR3 sequence is CASGFGSTAYGYTF. Result: 0 (the TCR does not bind to the epitope). (4) Result: 1 (the TCR binds to the epitope). The epitope is KAYNVTQAF. The TCR CDR3 sequence is CASSLGLEQFF.